The task is: Predict which catalyst facilitates the given reaction.. This data is from Catalyst prediction with 721,799 reactions and 888 catalyst types from USPTO. Reactant: [CH2:1]([O:3][C:4]([C:6]1[CH:7]=[C:8]2[C:13](=[CH:14][CH:15]=1)[NH:12][CH:11]([C:16]1[CH:21]=[CH:20][CH:19]=[C:18](Br)[CH:17]=1)[C:10]([CH3:24])([CH3:23])[CH2:9]2)=[O:5])[CH3:2].[C:25]1([CH3:37])[CH:30]=[CH:29][CH:28]=[CH:27][C:26]=1[N:31]1[CH2:36][CH2:35][NH:34][CH2:33][CH2:32]1.Cl.CN(C)CC(O)=O.C(=O)([O-])[O-].[K+].[K+]. Product: [CH2:1]([O:3][C:4]([C:6]1[CH:7]=[C:8]2[C:13](=[CH:14][CH:15]=1)[NH:12][CH:11]([C:16]1[CH:21]=[CH:20][CH:19]=[C:18]([N:34]3[CH2:35][CH2:36][N:31]([C:26]4[CH:27]=[CH:28][CH:29]=[CH:30][C:25]=4[CH3:37])[CH2:32][CH2:33]3)[CH:17]=1)[C:10]([CH3:24])([CH3:23])[CH2:9]2)=[O:5])[CH3:2]. The catalyst class is: 156.